This data is from Full USPTO retrosynthesis dataset with 1.9M reactions from patents (1976-2016). The task is: Predict the reactants needed to synthesize the given product. The reactants are: [C:1](O[BH-](OC(=O)C)OC(=O)C)(=O)C.[Na+].C=O.[O:17]=[C:18]1[C:27]2([CH2:32][CH2:31][NH:30][CH2:29][CH2:28]2)[CH2:26][C:25]2[C:20](=[N:21][CH:22]=[C:23](/[CH:33]=[CH:34]/[C:35]([O:37][CH2:38][CH3:39])=[O:36])[CH:24]=2)[NH:19]1.C(OCC)(=O)C. Given the product [CH3:1][N:30]1[CH2:29][CH2:28][C:27]2([CH2:26][C:25]3[C:20](=[N:21][CH:22]=[C:23](/[CH:33]=[CH:34]/[C:35]([O:37][CH2:38][CH3:39])=[O:36])[CH:24]=3)[NH:19][C:18]2=[O:17])[CH2:32][CH2:31]1, predict the reactants needed to synthesize it.